This data is from Reaction yield outcomes from USPTO patents with 853,638 reactions. The task is: Predict the reaction yield, written as a fraction of the theoretical maximum amount of product (1.0 means a 100% yield; for example, 0.34 means a 34% yield). (1) The reactants are C[O:2][C:3](=[O:20])[C:4]1[CH:9]=[CH:8][C:7](Cl)=[N:6][C:5]=1[NH:11][C:12]1[CH:17]=[CH:16][C:15]([Br:18])=[CH:14][C:13]=1[F:19].BrC1C=CC(NC2N=C(Cl)C=CC=2C(O)=[O:32])=C(F)C=1.C[Si](C=[N+]=[N-])(C)C. The catalyst is CO.C1C=CC=CC=1. The product is [Br:18][C:15]1[CH:16]=[CH:17][C:12]([NH:11][C:5]2[NH:6][C:7](=[O:32])[CH:8]=[CH:9][C:4]=2[C:3]([OH:2])=[O:20])=[C:13]([F:19])[CH:14]=1. The yield is 0.930. (2) The reactants are [C:1]([O:4][CH2:5][CH3:6])(=[O:3])[CH3:2].[CH2:7]([NH:14][CH2:15][C:16]1[CH:21]=[N:20][C:19]([CH3:22])=[C:18]2[O:23][C:24]([CH3:28])([CH3:27])[O:25][CH2:26][C:17]=12)[C:8]1[CH:13]=[CH:12][CH:11]=[CH:10][CH:9]=1.[CH2:29](O)C. No catalyst specified. The product is [CH2:7]([N:14]([CH2:15][C:16]1[CH:21]=[N:20][C:19]([CH3:22])=[C:18]2[O:23][C:24]([CH3:28])([CH3:27])[O:25][CH2:26][C:17]=12)[CH2:29][CH2:2][C:1]([O:4][CH2:5][CH3:6])=[O:3])[C:8]1[CH:9]=[CH:10][CH:11]=[CH:12][CH:13]=1. The yield is 0.346. (3) The reactants are C(OC(=O)[NH:7][C:8]1[C:13]([F:14])=[C:12]([O:15][CH3:16])[CH:11]=[C:10]([O:17][CH3:18])[C:9]=1[F:19])(C)(C)C. The catalyst is FC(F)(F)C(O)=O. The product is [F:14][C:13]1[C:12]([O:15][CH3:16])=[CH:11][C:10]([O:17][CH3:18])=[C:9]([F:19])[C:8]=1[NH2:7]. The yield is 0.970.